Dataset: TCR-epitope binding with 47,182 pairs between 192 epitopes and 23,139 TCRs. Task: Binary Classification. Given a T-cell receptor sequence (or CDR3 region) and an epitope sequence, predict whether binding occurs between them. (1) The epitope is YFPLQSYGF. The TCR CDR3 sequence is CSVWTGGNTEAFF. Result: 1 (the TCR binds to the epitope). (2) The epitope is YVLDHLIVV. The TCR CDR3 sequence is CASSATMGTIYNEQFF. Result: 0 (the TCR does not bind to the epitope). (3) Result: 0 (the TCR does not bind to the epitope). The TCR CDR3 sequence is CASSQESTGGNSPLHF. The epitope is YLQPRTFLL.